From a dataset of TCR-epitope binding with 47,182 pairs between 192 epitopes and 23,139 TCRs. Binary Classification. Given a T-cell receptor sequence (or CDR3 region) and an epitope sequence, predict whether binding occurs between them. (1) The epitope is MPASWVMRI. The TCR CDR3 sequence is CSGDLNTEAFF. Result: 1 (the TCR binds to the epitope). (2) The epitope is YIFFASFYY. The TCR CDR3 sequence is CASSYPGAGNIQYF. Result: 1 (the TCR binds to the epitope). (3) The epitope is NEGVKAAW. The TCR CDR3 sequence is CASSIVGEQFF. Result: 1 (the TCR binds to the epitope). (4) The epitope is ARMILMTHF. The TCR CDR3 sequence is CASSQSSMQDPYGYTF. Result: 1 (the TCR binds to the epitope).